Dataset: Full USPTO retrosynthesis dataset with 1.9M reactions from patents (1976-2016). Task: Predict the reactants needed to synthesize the given product. Given the product [O:14]=[C:6]1[CH:5]=[CH:4][N:3]([C:16]2[N:24]=[CH:23][N:22]=[C:21]3[C:17]=2[NH:18][CH:19]=[N:20]3)[CH:2]=[CH:7]1, predict the reactants needed to synthesize it. The reactants are: O[C:2]1[CH:7]=[CH:6][CH:5]=[CH:4][N:3]=1.[H-].[Na+].CN(C=[O:14])C.Cl[C:16]1[N:24]=[CH:23][N:22]=[C:21]2[C:17]=1[NH:18][CH:19]=[N:20]2.